This data is from Peptide-MHC class I binding affinity with 185,985 pairs from IEDB/IMGT. The task is: Regression. Given a peptide amino acid sequence and an MHC pseudo amino acid sequence, predict their binding affinity value. This is MHC class I binding data. (1) The peptide sequence is AEALGPFQSF. The MHC is H-2-Kb with pseudo-sequence H-2-Kb. The binding affinity (normalized) is 0.289. (2) The peptide sequence is KAFSPEVIPMF. The MHC is HLA-A68:02 with pseudo-sequence HLA-A68:02. The binding affinity (normalized) is 0.0160. (3) The peptide sequence is KRDKKKEY. The MHC is Mamu-B17 with pseudo-sequence Mamu-B17. The binding affinity (normalized) is 0. (4) The peptide sequence is FRYNGLIHR. The MHC is HLA-A02:02 with pseudo-sequence HLA-A02:02. The binding affinity (normalized) is 0.401.